This data is from Full USPTO retrosynthesis dataset with 1.9M reactions from patents (1976-2016). The task is: Predict the reactants needed to synthesize the given product. (1) Given the product [F:1][C:2]1[CH:10]=[C:9]([F:11])[CH:8]=[CH:7][C:3]=1[C:4]([C:15]1[CH:16]=[CH:17][C:12]([O:18][CH3:19])=[CH:13][CH:14]=1)=[O:5], predict the reactants needed to synthesize it. The reactants are: [F:1][C:2]1[CH:10]=[C:9]([F:11])[CH:8]=[CH:7][C:3]=1[C:4](Cl)=[O:5].[C:12]1([O:18][CH3:19])[CH:17]=[CH:16][CH:15]=[CH:14][CH:13]=1.[Cl-].[Al+3].[Cl-].[Cl-].Cl. (2) Given the product [Br:9][CH2:8][CH2:7][C:6]1[CH:10]=[CH:11][C:3]([O:2][CH3:1])=[C:4]([N+:12]([O-:14])=[O:13])[CH:5]=1, predict the reactants needed to synthesize it. The reactants are: [CH3:1][O:2][C:3]1[CH:11]=[CH:10][C:6]([CH2:7][CH2:8][Br:9])=[CH:5][CH:4]=1.[N+:12]([O-])([OH:14])=[O:13]. (3) The reactants are: [Cl:1][C:2]1[C:3]([CH2:31][N:32]2[CH2:37][CH2:36][NH:35][CH2:34][CH2:33]2)=[C:4]([C:27]([F:30])([F:29])[F:28])[CH:5]=[C:6]2[C:11]=1[NH:10][C:9](=[O:12])[N:8]([CH2:13][C:14]1[CH:19]=[C:18]([Cl:20])[CH:17]=[CH:16][C:15]=1[S:21]([CH2:24][CH3:25])(=[O:23])=[O:22])[C:7]2=[O:26].C(OC([NH:45][CH2:46][CH2:47][C:48](O)=[O:49])=O)(C)(C)C. Given the product [NH2:45][CH2:46][CH2:47][C:48]([N:35]1[CH2:34][CH2:33][N:32]([CH2:31][C:3]2[C:2]([Cl:1])=[C:11]3[C:6]([C:7](=[O:26])[N:8]([CH2:13][C:14]4[CH:19]=[C:18]([Cl:20])[CH:17]=[CH:16][C:15]=4[S:21]([CH2:24][CH3:25])(=[O:23])=[O:22])[C:9](=[O:12])[NH:10]3)=[CH:5][C:4]=2[C:27]([F:30])([F:28])[F:29])[CH2:37][CH2:36]1)=[O:49], predict the reactants needed to synthesize it. (4) Given the product [F:19][C:20]([F:33])([F:34])[C:21]1[CH:22]=[C:23]([CH:26]=[C:27]([C:29]([F:32])([F:30])[F:31])[CH:28]=1)[CH2:24][NH:25][CH2:12][C:11]1[C:6]([N:5]([CH2:4][CH:1]2[CH2:3][CH2:2]2)[CH2:16][CH2:17][CH3:18])=[N:7][C:8]([S:14][CH3:15])=[N:9][CH:10]=1, predict the reactants needed to synthesize it. The reactants are: [CH:1]1([CH2:4][N:5]([CH2:16][CH2:17][CH3:18])[C:6]2[C:11]([CH:12]=O)=[CH:10][N:9]=[C:8]([S:14][CH3:15])[N:7]=2)[CH2:3][CH2:2]1.[F:19][C:20]([F:34])([F:33])[C:21]1[CH:22]=[C:23]([CH:26]=[C:27]([C:29]([F:32])([F:31])[F:30])[CH:28]=1)[CH2:24][NH2:25].C(O)(=O)C.C(=O)(O)[O-].[Na+].